From a dataset of Full USPTO retrosynthesis dataset with 1.9M reactions from patents (1976-2016). Predict the reactants needed to synthesize the given product. (1) Given the product [CH2:3]([N:10]1[CH2:14][CH2:13][C@@H:12]([NH:15][C:16]2[N:17]=[CH:18][C:19](/[CH:22]=[CH:23]/[C:24]([NH:26][OH:27])=[O:25])=[N:20][CH:21]=2)[CH2:11]1)[C:4]1[CH:9]=[CH:8][CH:7]=[CH:6][CH:5]=1, predict the reactants needed to synthesize it. The reactants are: Cl.Cl.[CH2:3]([N:10]1[CH2:14][CH2:13][C@@H:12]([NH:15][C:16]2[N:17]=[CH:18][C:19](/[CH:22]=[CH:23]/[C:24]([NH:26][OH:27])=[O:25])=[N:20][CH:21]=2)[CH2:11]1)[C:4]1[CH:9]=[CH:8][CH:7]=[CH:6][CH:5]=1.C([O-])(O)=O.[Na+]. (2) Given the product [Cl:17][C:18]1[CH:23]=[C:22]([O:24][C:2]2[CH:7]=[N:6][C:5]([N+:8]([O-:10])=[O:9])=[CH:4][CH:3]=2)[CH:21]=[CH:20][N:19]=1, predict the reactants needed to synthesize it. The reactants are: Br[C:2]1[CH:3]=[CH:4][C:5]([N+:8]([O-:10])=[O:9])=[N:6][CH:7]=1.C(=O)([O-])[O-].[Cs+].[Cs+].[Cl:17][C:18]1[CH:23]=[C:22]([OH:24])[CH:21]=[CH:20][N:19]=1. (3) Given the product [F:19][C:15]1[C:16]([F:18])=[CH:17][C:12]([NH:11][S:8]([C:5]2[CH:6]=[CH:7][C:2]([N:83]3[CH2:88][CH2:87][O:86][CH2:85][CH2:84]3)=[CH:3][CH:4]=2)(=[O:10])=[O:9])=[C:13]([C:20]([C:22]2[CH:23]=[N:24][CH:25]=[CH:26][CH:27]=2)=[O:21])[CH:14]=1, predict the reactants needed to synthesize it. The reactants are: Br[C:2]1[CH:7]=[CH:6][C:5]([S:8]([NH:11][C:12]2[CH:17]=[C:16]([F:18])[C:15]([F:19])=[CH:14][C:13]=2[C:20]([C:22]2[CH:23]=[N:24][CH:25]=[CH:26][CH:27]=2)=[O:21])(=[O:10])=[O:9])=[CH:4][CH:3]=1.O.[O-]P([O-])([O-])=O.[K+].[K+].[K+].C1(P(C2C=CC=CC=2)C2C=CC3C(=CC=CC=3)C=2C2C3C(=CC=CC=3)C=CC=2P(C2C=CC=CC=2)C2C=CC=CC=2)C=CC=CC=1.[NH:83]1[CH2:88][CH2:87][O:86][CH2:85][CH2:84]1. (4) Given the product [N:14]1[CH:15]=[CH:16][CH:17]=[CH:18][C:13]=1[NH:12][C:8]1[CH:7]=[C:6]([CH:11]=[CH:10][CH:9]=1)[CH:2]=[O:1], predict the reactants needed to synthesize it. The reactants are: [O:1]1CCO[CH:2]1[C:6]1[CH:7]=[C:8]([NH:12][C:13]2[CH:18]=[CH:17][CH:16]=[CH:15][N:14]=2)[CH:9]=[CH:10][CH:11]=1.Cl.O.